Task: Regression. Given two drug SMILES strings and cell line genomic features, predict the synergy score measuring deviation from expected non-interaction effect.. Dataset: Merck oncology drug combination screen with 23,052 pairs across 39 cell lines (1) Drug 1: CN1C(=O)C=CC2(C)C3CCC4(C)C(NC(=O)OCC(F)(F)F)CCC4C3CCC12. Drug 2: O=C(NOCC(O)CO)c1ccc(F)c(F)c1Nc1ccc(I)cc1F. Cell line: SW837. Synergy scores: synergy=-3.26. (2) Drug 1: O=C(CCCCCCC(=O)Nc1ccccc1)NO. Drug 2: CCc1c2c(nc3ccc(O)cc13)-c1cc3c(c(=O)n1C2)COC(=O)C3(O)CC. Cell line: RKO. Synergy scores: synergy=6.47. (3) Drug 1: CCC1(O)C(=O)OCc2c1cc1n(c2=O)Cc2cc3c(CN(C)C)c(O)ccc3nc2-1. Drug 2: Cn1c(=O)n(-c2ccc(C(C)(C)C#N)cc2)c2c3cc(-c4cnc5ccccc5c4)ccc3ncc21. Cell line: OV90. Synergy scores: synergy=8.17.